From a dataset of Reaction yield outcomes from USPTO patents with 853,638 reactions. Predict the reaction yield, written as a fraction of the theoretical maximum amount of product (1.0 means a 100% yield; for example, 0.34 means a 34% yield). (1) The reactants are [CH2:1]([Mg]Br)[CH3:2].[S:5]1[CH:9]=[CH:8][CH:7]=[C:6]1[CH2:10][CH:11]=[O:12].[Cl-].[NH4+]. The catalyst is O1CCCC1. The product is [S:5]1[CH:9]=[CH:8][CH:7]=[C:6]1[CH2:10][CH:11]([OH:12])[CH2:1][CH3:2]. The yield is 0.0700. (2) The reactants are [OH:1][CH:2]1[CH2:7][CH2:6][N:5]([C:8]([O:10][C:11]([CH3:14])([CH3:13])[CH3:12])=[O:9])[CH2:4][CH2:3]1.Cl[CH2:16][C:17]([N:19]1[CH2:24][CH2:23][O:22][CH2:21][CH2:20]1)=[O:18].[OH-].[Na+].CCCC(C)C. The catalyst is S([O-])(O)(=O)=O.C([N+](CCCC)(CCCC)CCCC)CCC.O.C(Cl)Cl.C1(C)C=CC=CC=1. The product is [O:22]1[CH2:23][CH2:24][N:19]([C:17](=[O:18])[CH2:16][O:1][CH:2]2[CH2:3][CH2:4][N:5]([C:8]([O:10][C:11]([CH3:14])([CH3:13])[CH3:12])=[O:9])[CH2:6][CH2:7]2)[CH2:20][CH2:21]1. The yield is 0.940. (3) The reactants are Cl[C:2]1[C:7]([N+:8]([O-:10])=[O:9])=[CH:6][N:5]=[C:4]2[CH:11]=[CH:12][S:13][C:3]=12.[NH2:14][CH:15]1[CH2:20][CH2:19][N:18]([C:21]([O:23][C:24]([CH3:27])([CH3:26])[CH3:25])=[O:22])[CH2:17][CH2:16]1.C(N(CC)C(C)C)(C)C. The catalyst is C(O)(C)C. The product is [N+:8]([C:7]1[C:2]([NH:14][CH:15]2[CH2:16][CH2:17][N:18]([C:21]([O:23][C:24]([CH3:27])([CH3:26])[CH3:25])=[O:22])[CH2:19][CH2:20]2)=[C:3]2[S:13][CH:12]=[CH:11][C:4]2=[N:5][CH:6]=1)([O-:10])=[O:9]. The yield is 0.830. (4) The catalyst is C(#N)C.O. The reactants are C[O:2][C:3]1[N:8]=[C:7]2[C:9]3([CH2:29][O:30][C:6]2=[CH:5][CH:4]=1)[C:17]1[C:12](=[CH:13][CH:14]=[CH:15][CH:16]=1)[N:11]([CH2:18][C:19]1[O:20][C:21]([C:24]([F:27])([F:26])[F:25])=[CH:22][CH:23]=1)[C:10]3=[O:28].Cl[Si](C)(C)C.[I-].[Na+]. The yield is 0.600. The product is [F:26][C:24]([F:25])([F:27])[C:21]1[O:20][C:19]([CH2:18][N:11]2[C:12]3[C:17](=[CH:16][CH:15]=[CH:14][CH:13]=3)[C:9]3([C:7]4[NH:8][C:3](=[O:2])[CH:4]=[CH:5][C:6]=4[O:30][CH2:29]3)[C:10]2=[O:28])=[CH:23][CH:22]=1. (5) The reactants are [CH:1]1[C:14]2[C:5](=[CH:6][C:7]3[C:12]([C:13]=2[CH2:15][O:16][C:17](=[O:25])[NH:18][CH2:19][CH2:20][O:21][CH2:22][CH2:23][OH:24])=[CH:11][CH:10]=[CH:9][CH:8]=3)[CH:4]=[CH:3][CH:2]=1.[H-].[Na+].C1COCC1.[Cl:33][CH2:34][CH2:35][CH2:36][CH2:37][CH2:38][CH2:39]I. The catalyst is CCCCCCC.C(OCC)(=O)C. The product is [CH:11]1[C:12]2[C:7](=[CH:6][C:5]3[C:14]([C:13]=2[CH2:15][O:16][C:17](=[O:25])[NH:18][CH2:19][CH2:20][O:21][CH2:22][CH2:23][O:24][CH2:39][CH2:38][CH2:37][CH2:36][CH2:35][CH2:34][Cl:33])=[CH:1][CH:2]=[CH:3][CH:4]=3)[CH:8]=[CH:9][CH:10]=1. The yield is 0.410. (6) The reactants are [CH3:1][N:2]([CH3:17])[C:3]1[CH:8]=[CH:7][C:6]([CH:9]([OH:14])[CH2:10][CH2:11][CH:12]=[CH2:13])=[C:5](C=C)[CH:4]=1. The catalyst is C1(C)C=CC=CC=1.Cl[Ru](=C1N(C2C(C)=CC(C)=CC=2C)CCN1C1C(C)=CC(C)=CC=1C)(Cl)(=CC1C=CC=CC=1)[P](C1CCCCC1)(C1CCCCC1)C1CCCCC1. The product is [CH3:17][N:2]([CH3:1])[C:3]1[CH:4]=[CH:5][C:6]2[CH:9]([OH:14])[CH2:10][CH2:11][CH:12]=[CH:13][C:7]=2[CH:8]=1. The yield is 0.920. (7) The reactants are [Cl:1][C:2]1[CH:7]=[CH:6][C:5](/[C:8](=[N:14]\[C:15]2[CH:16]=[C:17]([O:27][CH3:28])[C:18]3[N:19]([C:21]([CH:24]([F:26])[F:25])=[N:22][N:23]=3)[CH:20]=2)/[C:9]([O:11][CH2:12][CH3:13])=[O:10])=[CH:4][CH:3]=1. The catalyst is C1(C)C=CC=CC=1.C(O)(C)C.O. The product is [Cl:1][C:2]1[CH:7]=[CH:6][C:5]([CH:8]([NH:14][C:15]2[CH:16]=[C:17]([O:27][CH3:28])[C:18]3[N:19]([C:21]([CH:24]([F:26])[F:25])=[N:22][N:23]=3)[CH:20]=2)[C:9]([O:11][CH2:12][CH3:13])=[O:10])=[CH:4][CH:3]=1. The yield is 0.880. (8) The reactants are [I:1][C:2]1[CH:8]=[CH:7][CH:6]=[CH:5][C:3]=1[NH2:4].[CH3:9][C:10]([CH3:12])=O. No catalyst specified. The product is [I:1][C:2]1[CH:8]=[CH:7][CH:6]=[CH:5][C:3]=1[NH:4][CH:10]([CH3:12])[CH3:9]. The yield is 0.660.